Task: Regression. Given a peptide amino acid sequence and an MHC pseudo amino acid sequence, predict their binding affinity value. This is MHC class I binding data.. Dataset: Peptide-MHC class I binding affinity with 185,985 pairs from IEDB/IMGT (1) The peptide sequence is APNPNRFVI. The MHC is HLA-B35:01 with pseudo-sequence HLA-B35:01. The binding affinity (normalized) is 0.345. (2) The peptide sequence is EQTSVFSATV. The MHC is HLA-A02:01 with pseudo-sequence HLA-A02:01. The binding affinity (normalized) is 0.0517. (3) The peptide sequence is AIDLDPVVY. The MHC is HLA-A80:01 with pseudo-sequence HLA-A80:01. The binding affinity (normalized) is 0.213. (4) The binding affinity (normalized) is 0.224. The peptide sequence is IAVSVYGAIT. The MHC is HLA-A02:01 with pseudo-sequence HLA-A02:01. (5) The MHC is Mamu-B08 with pseudo-sequence Mamu-B08. The binding affinity (normalized) is 0.0738. The peptide sequence is LSPRTLNA.